From a dataset of Drug-target binding data from BindingDB using IC50 measurements. Regression. Given a target protein amino acid sequence and a drug SMILES string, predict the binding affinity score between them. We predict pIC50 (pIC50 = -log10(IC50 in M); higher means more potent). Dataset: bindingdb_ic50. (1) The compound is CCCCCCCCCCO[C@H]1C=C(COC(C)=O)C(=O)[C@@H]2O[C@@](C)(OC)[C@](C)(OC)O[C@@H]12. The target protein (P09210) has sequence MAEKPKLHYSNIRGRMESIRWLLAAAGVEFEEKFIKSAEDLDKLRNDGYLMFQQVPMVEIDGMKLVQTRAILNYIASKYNLYGKDIKEKALIDMYIEGIADLGEMILLLPFSQPEEQDAKLALIQEKTKNRYFPAFEKVLKSHGQDYLVGNKLSRADIHLVELLYYVEELDSSLISSFPLLKALKTRISNLPTVKKFLQPGSPRKPPMDEKSLEESRKIFRF. The pIC50 is 4.5. (2) The compound is COC1=C(Br)C(=O)c2ncccc2C1=O. The target protein (Q9ULW8) has sequence MSLQRIVRVSLEHPTSAVCVAGVETLVDIYGSVPEGTEMFEVYGTPGVDIYISPNMERGRERADTRRWRFDATLEIIVVMNSPSNDLNDSHVQISYHSSHEPLPLAYAVLYLTCVDISLDCDLNCEGRQDRNFVDKRQWVWGPSGYGGILLVNCDRDDPSCDVQDNCDQHVHCLQDLEDMSVMVLRTQGPAALFDDHKLVLHTSSYDAKRAQVFHICGPEDVCEAYRHVLGQDKVSYEVPRLHGDEERFFVEGLSFPDAGFTGLISFHVTLLDDSNEDFSASPIFTDTVVFRVAPWIMTPSTLPPLEVYVCRVRNNTCFVDAVAELARKAGCKLTICPQAENRNDRWIQDEMELGYVQAPHKTLPVVFDSPRNGELQDFPYKRILGPDFGYVTREPRDRSVSGLDSFGNLEVSPPVVANGKEYPLGRILIGGNLPGSSGRRVTQVVRDFLHAQKVQPPVELFVDWLAVGHVDEFLSFVPAPDGKGFRMLLASPGACFKLF.... The pIC50 is 5.4. (3) The drug is Nc1nc2c(c(=O)[nH]1)NCC2Cc1ccsc1. The target protein (P55859) has sequence MANGYTYEDYQDTAKWLLSHTEQRPQVAVICGSGLGGLVNKLTQAQTFDYSEIPNFPESTVPGHAGRLVFGILNGRACVMMQGRFHMYEGYPFWKVTFPVRVFRLLGVETLVVTNAAGGLNPNFEVGDIMLIRDHINLPGFSGENPLRGPNEERFGVRFPAMSDAYDRDMRQKAHSTWKQMGEQRELQEGTYVMLGGPNFETVAECRLLRNLGADAVGMSTVPEVIVARHCGLRVFGFSLITNKVIMDYESQGKANHEEVLEAGKQAAQKLEQFVSLLMASIPVSGHTG. The pIC50 is 9.8. (4) The compound is CN1CCC(c2cc(-c3ccncc3)c(-c3ccc(F)cc3)[nH]2)CC1. The target protein sequence is MEEDDNLKKGNERNKKKAIFSNDDFTGEDSLMEDHLELREKLSEDIDMIKTSLKNNLVCSTLNDNEILTLSNYMQFFVFKSGNLVIKQGEKGSYFFIINSGKFDVYVNDKKVKTMGKGSSFGEAALIHNTQRSATIIAETDGTLWGVQRSTFRATLKQLSNRNFNENRTFIDSVSVFDMLTEAQKNMITNACVIQNFKSGETIVKQGDYGDVLYILKEGKATVYINDEEIRVLEKGSYFGERALLYDEPRSATIIAKEPTACASICRKLLNIVLGNLQVVLFRNIMTEALQQSEIFKQFSGDQLNDLADTAIVRDYPANYNILHKDKVKSVKYIIVLEGKVELFLDDTSIGILSRGMSFGDQYVLNQKQPFKHTIKSLEVCKIALITETCLADCLGNNNIDASIDYNNKKSIIKKMYIFRYLTDKQCNLLIEAFRTTRYEEGDYIIQEGEVGSRFYIIKNGEVEIVKNKKRLRTLGKNDYFGERALLYDEPRTASVISKV.... The pIC50 is 8.1. (5) The drug is CCCCCCCCCCCC(=O)c1c(C(=O)O)n(C)c2ccccc12. The target protein (A4IFJ5) has sequence MSFIDPYQHIIVEHHYSHKFTVVVLRATKVTKGTFGDMLDTPDPYVELFISSTPDSRKRTRHFNNDINPVWNETFEFILDPNQENILEITLMDANYVMDETLGTTTFPISSMKVGEKKQVPFIFNQVTEMILEMSLEVCSSPDLRFSMALCDQEKAFRQQRKENIKENMKKLLGPKNSEGLHSTRDVPVVAILGSGGGFRAMVGFSGVMKALYESGILDCATYIAGLSGSTWYMSTLYSHPDFPEKGPEEINKELMKNVSHNPLLLLTPQKIKRYVESLWRKKSSGQPVTFTDIFGMLIGETLIHNRMNTTLSSLKEKVNTGQCPLPLFTCLHVKPDVSELMFADWVEFSPFEIGMAKYGTFMAPDLFGSKFFMGTVVKKYEENPLHFLMGVWGSAFSILFNRVLGVSGSQSKGSTMEEELENITAKHIVSNDSSDSDDESQGPKGTEHEEAEREYQNDNQASWVQRMLMALVSDSALFNTREGRAGKVHNFMLGLNLNT.... The pIC50 is 5.1. (6) The compound is O=C(COc1ccccc1)OCC1=C(C(=O)[O-])N2C(=O)/C(=C/c3ccccn3)C2S(=O)(=O)C1. The target protein sequence is MMKKSLCCALLLGISCSALATPVSEKQLAEVVANTVTPLMKAQSVPGMAVAVIYQGKPHYYTFGKADIAANKPVTPQTLFELGSISKTFTGVLGGDAIARGEISLDDPVTRYWPQLTGKQWQGIRMLDLATYTAGGLPLQVPDEVTDNASLLRFYQNWQPQWKPGTTRLYANASIGLFGALAVKPSGMPYEQAMTTRVLKPLKLDHTWINVPKAEEAHYAWGYRDGKAVRAVRVSPGMLDAQAYGVKTNVQDMANWVMANMAPENVADASLKQGIALAQSRYWRIGSMYQGLGWEMLNWPVEANTVVEGSDSKVALAPLPVAEVNPPAPPVKASWVHKTGSTGGFGSYVAFIPEKQIGIVMLANTSYPNPARVEAAYHILEALQ. The pIC50 is 6.9. (7) The compound is NC1CCc2ccccc2C1. The target protein (P00727) has sequence MFLLPLPAAARVAVRHLSVKRLWAPGPAAADMTKGLVLGIYSKEKEEDEPQFTSAGENFNKLVSGKLREILNISGPPLKAGKTRTFYGLHEDFPSVVVVGLGKKTAGIDEQENWHEGKENIRAAVAAGCRQIQDLEIPSVEVDPCGDAQAAAEGAVLGLYEYDDLKQKRKVVVSAKLHGSEDQEAWQRGVLFASGQNLARRLMETPANEMTPTKFAEIVEENLKSASIKTDVFIRPKSWIEEQEMGSFLSVAKGSEEPPVFLEIHYKGSPNASEPPLVFVGKGITFDSGGISIKAAANMDLMRADMGGAATICSAIVSAAKLDLPINIVGLAPLCENMPSGKANKPGDVVRARNGKTIQVDNTDAEGRLILADALCYAHTFNPKVIINAATLTGAMDIALGSGATGVFTNSSWLWNKLFEASIETGDRVWRMPLFEHYTRQVIDCQLADVNNIGKYRSAGACTAAAFLKEFVTHPKWAHLDIAGVMTNKDEVPYLRKGMA.... The pIC50 is 3.0.